From a dataset of Full USPTO retrosynthesis dataset with 1.9M reactions from patents (1976-2016). Predict the reactants needed to synthesize the given product. (1) Given the product [CH3:1][O:2][C:3]1[C:12]([OH:13])=[C:11]2[C:6]([CH:7]=[CH:8][C:9]([C:15]#[N:16])=[CH:10]2)=[CH:5][CH:4]=1, predict the reactants needed to synthesize it. The reactants are: [CH3:1][O:2][C:3]1[C:12]([O:13]C)=[C:11]2[C:6]([CH:7]=[CH:8][C:9]([C:15]#[N:16])=[CH:10]2)=[CH:5][CH:4]=1.[Al+3].[Cl-].[Cl-].[Cl-].O.Cl. (2) Given the product [Br:12][C:13]1[CH:14]=[C:15]2[C:16](=[CH:20][CH:21]=1)[C:17](=[O:18])[O:10][C:8]([CH2:7][CH2:6][CH2:5][CH2:4][C:3]([O:2][CH3:1])=[O:11])=[CH:22]2, predict the reactants needed to synthesize it. The reactants are: [CH3:1][O:2][C:3](=[O:11])[CH2:4][CH2:5][CH2:6][CH2:7][C:8]([OH:10])=O.[Br:12][C:13]1[CH:21]=[CH:20][C:16]([C:17](O)=[O:18])=[C:15]([CH2:22]C(O)=O)[CH:14]=1.Cl. (3) Given the product [C:15]([O:19][C:20]([N:5]1[C:6]2[C:11](=[CH:10][CH:9]=[CH:8][CH:7]=2)[CH2:12][CH:3]([CH2:2][OH:1])[CH2:4]1)=[O:21])([CH3:18])([CH3:17])[CH3:16], predict the reactants needed to synthesize it. The reactants are: [OH:1][CH2:2][CH:3]1[CH2:12][C:11]2[C:6](=[CH:7][CH:8]=[CH:9][CH:10]=2)[NH:5][CH2:4]1.[OH-].[Na+].[C:15]([O:19][C:20](O[C:20]([O:19][C:15]([CH3:18])([CH3:17])[CH3:16])=[O:21])=[O:21])([CH3:18])([CH3:17])[CH3:16]. (4) Given the product [Cl:1][C:2]1[N:3]=[C:4]([C:9]([N:23]2[CH2:22][CH2:21][N:20]([C:24]([O:26][C:27]([CH3:28])([CH3:29])[CH3:30])=[O:25])[CH2:19][CH:18]2[CH2:17][OH:16])=[O:11])[C:5]([F:8])=[CH:6][CH:7]=1, predict the reactants needed to synthesize it. The reactants are: [Cl:1][C:2]1[CH:7]=[CH:6][C:5]([F:8])=[C:4]([C:9]([OH:11])=O)[N:3]=1.S(Cl)(Cl)=O.[OH:16][CH2:17][CH:18]1[NH:23][CH2:22][CH2:21][N:20]([C:24]([O:26][C:27]([CH3:30])([CH3:29])[CH3:28])=[O:25])[CH2:19]1.C(N(CC)CC)C.